From a dataset of Full USPTO retrosynthesis dataset with 1.9M reactions from patents (1976-2016). Predict the reactants needed to synthesize the given product. (1) Given the product [CH3:30][S:27]([C:22]1[CH:23]=[CH:24][CH:25]=[CH:26][C:21]=1[C:18]1[CH:19]=[CH:20][C:15]([NH:14][C:13]([CH:9]2[CH2:10][CH2:11][CH2:12][NH:8]2)=[O:31])=[CH:16][CH:17]=1)(=[O:29])=[O:28], predict the reactants needed to synthesize it. The reactants are: C(OC([N:8]1[CH2:12][CH2:11][CH2:10][CH:9]1[C:13](=[O:31])[NH:14][C:15]1[CH:20]=[CH:19][C:18]([C:21]2[CH:26]=[CH:25][CH:24]=[CH:23][C:22]=2[S:27]([CH3:30])(=[O:29])=[O:28])=[CH:17][CH:16]=1)=O)(C)(C)C.FC(F)(F)C(O)=O. (2) The reactants are: C(NC1C=CC(C2C=C3C(CN([C@@H](C(C)C)C(OC)=O)C3=O)=CC=2)=CC=1)(=O)C1C=CC=CC=1.[NH2:34][C:35]1[CH:40]=[CH:39][C:38]([C:41]2[CH:49]=[C:48]3[C:44]([CH2:45][N:46]([C@@H:51]([CH:56]([CH3:58])[CH3:57])[C:52]([O:54][CH3:55])=[O:53])[C:47]3=[O:50])=[CH:43][CH:42]=2)=[CH:37][CH:36]=1.[F:59][C:60]1[CH:61]=[C:62]([CH:66]=[CH:67][C:68]=1[F:69])[C:63](Cl)=[O:64]. Given the product [F:59][C:60]1[CH:61]=[C:62]([CH:66]=[CH:67][C:68]=1[F:69])[C:63]([NH:34][C:35]1[CH:36]=[CH:37][C:38]([C:41]2[CH:49]=[C:48]3[C:44]([CH2:45][N:46]([C@@H:51]([CH:56]([CH3:58])[CH3:57])[C:52]([O:54][CH3:55])=[O:53])[C:47]3=[O:50])=[CH:43][CH:42]=2)=[CH:39][CH:40]=1)=[O:64], predict the reactants needed to synthesize it.